This data is from Forward reaction prediction with 1.9M reactions from USPTO patents (1976-2016). The task is: Predict the product of the given reaction. (1) Given the reactants [CH3:1][CH:2]1[CH2:8][N:7]([C:9]([O:11][C:12]([CH3:15])([CH3:14])[CH3:13])=[O:10])[CH2:6][C:5](=C)[CH2:4][O:3]1.C1C[O:20]CC1, predict the reaction product. The product is: [CH3:1][CH:2]1[CH2:8][N:7]([C:9]([O:11][C:12]([CH3:15])([CH3:14])[CH3:13])=[O:10])[CH2:6][C:5](=[O:20])[CH2:4][O:3]1. (2) Given the reactants C([BH3-])#N.[Na+].[F:5][C:6]1[CH:14]=[CH:13][CH:12]=[C:11]2[C:7]=1[CH:8]=[CH:9][NH:10]2, predict the reaction product. The product is: [F:5][C:6]1[CH:14]=[CH:13][CH:12]=[C:11]2[C:7]=1[CH2:8][CH2:9][NH:10]2.